Dataset: CYP2C9 inhibition data for predicting drug metabolism from PubChem BioAssay. Task: Regression/Classification. Given a drug SMILES string, predict its absorption, distribution, metabolism, or excretion properties. Task type varies by dataset: regression for continuous measurements (e.g., permeability, clearance, half-life) or binary classification for categorical outcomes (e.g., BBB penetration, CYP inhibition). Dataset: cyp2c9_veith. (1) The result is 0 (non-inhibitor). The drug is CN(C(=O)Cc1ccc(Cl)c(Cl)c1)[C@@H]1CCCC[C@H]1N1CCCC1.CS(=O)(=O)O. (2) The drug is COC(=O)c1cc(Br)c(=O)n(CCc2ccc(O)cc2)c1.Cl. The result is 1 (inhibitor). (3) The result is 0 (non-inhibitor). The molecule is CCOc1nc(N=C(N)N)nc2c(C)cccc12. (4) The compound is COCC(=O)N1CCC2(CCN(Cc3nccs3)CC2)CC1. The result is 0 (non-inhibitor). (5) The compound is CC(C)CCNC1=NCCCCC1. The result is 0 (non-inhibitor).